Dataset: TCR-epitope binding with 47,182 pairs between 192 epitopes and 23,139 TCRs. Task: Binary Classification. Given a T-cell receptor sequence (or CDR3 region) and an epitope sequence, predict whether binding occurs between them. The epitope is GLCTLVAML. The TCR CDR3 sequence is CASTLAQGSQTEAFF. Result: 1 (the TCR binds to the epitope).